From a dataset of Forward reaction prediction with 1.9M reactions from USPTO patents (1976-2016). Predict the product of the given reaction. (1) Given the reactants [F:1][C:2]([F:81])([C:67]1[CH:72]=[CH:71][C:70]([O:73][CH2:74][CH2:75][CH2:76][C:77]([F:80])([F:79])[F:78])=[CH:69][CH:68]=1)[O:3][C:4]1[CH:9]=[CH:8][C:7](/[CH:10]=[CH:11]/[C:12]([O:14][CH2:15][C:16]([CH2:57][C:58]2[CH:63]=[CH:62][C:61]([N+:64]([O-])=O)=[CH:60][CH:59]=2)([CH2:47][C:48]2[CH:53]=[CH:52][C:51]([N+:54]([O-])=O)=[CH:50][CH:49]=2)[CH2:17][O:18][C:19](=[O:46])/[CH:20]=[CH:21]/[C:22]2[CH:27]=[CH:26][C:25]([O:28][C:29]([F:45])([F:44])[C:30]3[CH:35]=[CH:34][C:33]([O:36][CH2:37][CH2:38][CH2:39][C:40]([F:43])([F:42])[F:41])=[CH:32][CH:31]=3)=[CH:24][CH:23]=2)=[O:13])=[CH:6][CH:5]=1, predict the reaction product. The product is: [F:1][C:2]([F:81])([C:67]1[CH:72]=[CH:71][C:70]([O:73][CH2:74][CH2:75][CH2:76][C:77]([F:80])([F:79])[F:78])=[CH:69][CH:68]=1)[O:3][C:4]1[CH:9]=[CH:8][C:7](/[CH:10]=[CH:11]/[C:12]([O:14][CH2:15][C:16]([CH2:47][C:48]2[CH:49]=[CH:50][C:51]([NH2:54])=[CH:52][CH:53]=2)([CH2:57][C:58]2[CH:63]=[CH:62][C:61]([NH2:64])=[CH:60][CH:59]=2)[CH2:17][O:18][C:19](=[O:46])/[CH:20]=[CH:21]/[C:22]2[CH:23]=[CH:24][C:25]([O:28][C:29]([F:44])([F:45])[C:30]3[CH:31]=[CH:32][C:33]([O:36][CH2:37][CH2:38][CH2:39][C:40]([F:41])([F:42])[F:43])=[CH:34][CH:35]=3)=[CH:26][CH:27]=2)=[O:13])=[CH:6][CH:5]=1. (2) Given the reactants [OH:1]O.[Cl:3][C:4]1[CH:40]=[CH:39][CH:38]=[CH:37][C:5]=1[CH2:6][N:7]([CH3:36])[C:8]([C:10]1[N:11]=[N:12][N:13]([CH2:21][C:22]2[CH:27]=[C:26]([C:28]([F:31])([F:30])[F:29])[CH:25]=[C:24]([C:32]([F:35])([F:34])[F:33])[CH:23]=2)[C:14]=1[N:15]1[CH2:20][CH2:19][S:18][CH2:17][CH2:16]1)=[O:9], predict the reaction product. The product is: [Cl:3][C:4]1[CH:40]=[CH:39][CH:38]=[CH:37][C:5]=1[CH2:6][N:7]([CH3:36])[C:8]([C:10]1[N:11]=[N:12][N:13]([CH2:21][C:22]2[CH:27]=[C:26]([C:28]([F:31])([F:29])[F:30])[CH:25]=[C:24]([C:32]([F:33])([F:34])[F:35])[CH:23]=2)[C:14]=1[N:15]1[CH2:16][CH2:17][S:18](=[O:1])[CH2:19][CH2:20]1)=[O:9]. (3) Given the reactants [C:1]([C:4]1[CH:9]=[CH:8][N:7]=[CH:6][CH:5]=1)(=[O:3])[CH3:2].CO, predict the reaction product. The product is: [N:7]1[CH:8]=[CH:9][C:4]([CH:1]([OH:3])[CH3:2])=[CH:5][CH:6]=1. (4) Given the reactants C(N(CC)CC)C.[CH3:8][S:9]([N:12]1[C:20]2[C:15](=[CH:16][CH:17]=[CH:18][CH:19]=2)[C:14]([CH:21]=[O:22])=[CH:13]1)(=[O:11])=[O:10].[CH:23](=[N:30][C:31]1[CH:36]=[CH:35][N:34]=[C:33]([O:37][CH3:38])[CH:32]=1)[C:24]1[CH:29]=[CH:28][CH:27]=[CH:26][CH:25]=1, predict the reaction product. The product is: [CH3:38][O:37][C:33]1[CH:32]=[C:31]([NH:30][CH:23]([C:24]2[CH:29]=[CH:28][CH:27]=[CH:26][CH:25]=2)[C:21]([C:14]2[C:15]3[C:20](=[CH:19][CH:18]=[CH:17][CH:16]=3)[N:12]([S:9]([CH3:8])(=[O:11])=[O:10])[CH:13]=2)=[O:22])[CH:36]=[CH:35][N:34]=1. (5) The product is: [Cl:17][C:14]1[CH:15]=[CH:16][C:11]([CH:8]2[CH2:9][CH2:10][N:5]([C:3](=[O:4])[CH:2]([N:35]3[N:36]=[N:37][C:33]([C:27]4[CH:32]=[CH:31][CH:30]=[CH:29][CH:28]=4)=[N:34]3)[CH:18]([CH3:20])[CH3:19])[CH2:6][CH2:7]2)=[CH:12][CH:13]=1. Given the reactants Br[CH:2]([CH:18]([CH3:20])[CH3:19])[C:3]([N:5]1[CH2:10][CH2:9][CH:8]([C:11]2[CH:16]=[CH:15][C:14]([Cl:17])=[CH:13][CH:12]=2)[CH2:7][CH2:6]1)=[O:4].C([O-])([O-])=O.[K+].[K+].[C:27]1([C:33]2[N:34]=[N:35][NH:36][N:37]=2)[CH:32]=[CH:31][CH:30]=[CH:29][CH:28]=1, predict the reaction product. (6) The product is: [O:6]1[C:5]2([CH2:10][CH2:11][C:2]([C:12]3[CH:13]=[CH:14][C:15]([C:16]#[N:17])=[CH:18][CH:19]=3)=[CH:3][CH2:4]2)[O:9][CH2:8][CH2:7]1. Given the reactants O[C:2]1([C:12]2[CH:19]=[CH:18][C:15]([C:16]#[N:17])=[CH:14][CH:13]=2)[CH2:11][CH2:10][C:5]2([O:9][CH2:8][CH2:7][O:6]2)[CH2:4][CH2:3]1.C(N(CC)CC)C.S(Cl)(C)(=O)=O, predict the reaction product.